This data is from Full USPTO retrosynthesis dataset with 1.9M reactions from patents (1976-2016). The task is: Predict the reactants needed to synthesize the given product. (1) The reactants are: [CH2:1]([O:8][C@@H:9]1[C@@H:22]([O:23][CH2:24][C:25]2[CH:30]=[CH:29][CH:28]=[CH:27][CH:26]=2)[C@H:21]([O:31][CH2:32][C:33]2[CH:38]=[CH:37][CH:36]=[CH:35][CH:34]=2)[C@@H:20]([C:39](=[O:41])[CH3:40])[O:19][C@H:10]1[O:11][CH2:12][C:13]1[CH:18]=[CH:17][CH:16]=[CH:15][CH:14]=1)[C:2]1[CH:7]=[CH:6][CH:5]=[CH:4][CH:3]=1.[BH4-].[Na+].O. Given the product [CH2:1]([O:8][C@@H:9]1[C@@H:22]([O:23][CH2:24][C:25]2[CH:30]=[CH:29][CH:28]=[CH:27][CH:26]=2)[C@H:21]([O:31][CH2:32][C:33]2[CH:34]=[CH:35][CH:36]=[CH:37][CH:38]=2)[C@@H:20]([C@@H:39]([CH3:40])[OH:41])[O:19][C@H:10]1[O:11][CH2:12][C:13]1[CH:14]=[CH:15][CH:16]=[CH:17][CH:18]=1)[C:2]1[CH:7]=[CH:6][CH:5]=[CH:4][CH:3]=1, predict the reactants needed to synthesize it. (2) Given the product [ClH:22].[O:5]=[C:4]1[CH2:6][CH2:7][N:2]([C@H:8]2[CH2:13][CH2:12][CH2:11][CH2:10][C@@H:9]2[O:14][CH2:15][C:16]2[C:21]([Cl:22])=[CH:20][CH:19]=[CH:18][C:17]=2[Cl:23])[CH2:3]1, predict the reactants needed to synthesize it. The reactants are: Cl.[N:2]1([C@H:8]2[CH2:13][CH2:12][CH2:11][CH2:10][C@@H:9]2[O:14][CH2:15][C:16]2[C:21]([Cl:22])=[CH:20][CH:19]=[CH:18][C:17]=2[Cl:23])[CH2:7][CH2:6][O:5][CH2:4][CH2:3]1. (3) Given the product [F:1][C:2]1[CH:18]=[CH:17][CH:16]=[CH:15][C:3]=1[CH2:4][C:5]1[O:9][N:8]=[C:7]([C:10]([OH:12])=[O:11])[CH:6]=1, predict the reactants needed to synthesize it. The reactants are: [F:1][C:2]1[CH:18]=[CH:17][CH:16]=[CH:15][C:3]=1[CH2:4][C:5]1[O:9][N:8]=[C:7]([C:10]([O:12]CC)=[O:11])[CH:6]=1.C(O)C.[OH-].[Na+]. (4) Given the product [CH3:22][O:23][C:24](=[O:43])[CH2:25][CH2:26][C:27]1[CH:32]=[CH:31][C:30]([O:33][CH2:34][CH2:35][C@@H:36]([O:15][C:12]2[CH:13]=[CH:14][C:9]([CH2:7][CH3:8])=[CH:10][C:11]=2[C:16]2[CH:21]=[CH:20][CH:19]=[CH:18][N:17]=2)[CH3:37])=[CH:29][C:28]=1[CH3:1], predict the reactants needed to synthesize it. The reactants are: [C:1](=O)([O-])[O-].[Cs+].[Cs+].[CH2:7]([C:9]1[CH:14]=[CH:13][C:12]([OH:15])=[C:11]([C:16]2[CH:21]=[CH:20][CH:19]=[CH:18][N:17]=2)[CH:10]=1)[CH3:8].[CH3:22][O:23][C:24](=[O:43])[CH2:25][CH2:26][C:27]1[CH:32]=[CH:31][C:30]([O:33][CH2:34][CH2:35][C@@H:36](OS(C)(=O)=O)[CH3:37])=[CH:29][CH:28]=1. (5) The reactants are: [NH2:1][C:2]1[N:7]([CH2:8][C:9]([CH3:11])=[CH2:10])[C:6](=[O:12])[N:5]([CH3:13])[C:4](=[O:14])[CH:3]=1.Cl.[N:16]([O-])=[O:17].[Na+]. Given the product [NH2:1][C:2]1[N:7]([CH2:8][C:9]([CH3:11])=[CH2:10])[C:6](=[O:12])[N:5]([CH3:13])[C:4](=[O:14])[C:3]=1[N:16]=[O:17], predict the reactants needed to synthesize it. (6) Given the product [O:28]=[S:27]1(=[O:29])[CH2:26][CH2:25][CH2:24][CH2:23][N:30]1[C:31]1[C:32]([F:44])=[C:33]([CH:38]=[C:39]([N+:41]([O-:43])=[O:42])[CH:40]=1)[C:34]([O:36][CH3:37])=[O:35], predict the reactants needed to synthesize it. The reactants are: O=S1(=O)CCCN1C1C(F)=C(C=C([N+]([O-])=O)C=1)C(OC)=O.Cl[CH2:23][CH2:24][CH2:25][CH2:26][S:27]([NH:30][C:31]1[C:32]([F:44])=[C:33]([CH:38]=[C:39]([N+:41]([O-:43])=[O:42])[CH:40]=1)[C:34]([O:36][CH3:37])=[O:35])(=[O:29])=[O:28]. (7) The reactants are: [F:1][C:2]1[CH:19]=[CH:18][CH:17]=[CH:16][C:3]=1[CH2:4][N:5]1[C:9]([OH:10])=[CH:8][C:7]([C:11]([O:13][CH2:14][CH3:15])=[O:12])=[N:6]1.[CH3:20]C(C)=O.C(=O)([O-])[O-].[K+].[K+]. Given the product [F:1][C:2]1[CH:19]=[CH:18][CH:17]=[CH:16][C:3]=1[CH2:4][N:5]1[C:9]([O:10][CH3:20])=[CH:8][C:7]([C:11]([O:13][CH2:14][CH3:15])=[O:12])=[N:6]1, predict the reactants needed to synthesize it. (8) Given the product [C:1]([CH2:3][CH:4]([N:22]1[CH:26]=[C:25]([C:27]2[C:28]3[CH:35]=[CH:34][N:33]([CH2:36][O:37][CH2:38][CH2:39][Si:40]([CH3:43])([CH3:42])[CH3:41])[C:29]=3[N:30]=[CH:31][N:32]=2)[CH:24]=[N:23]1)[CH2:5][N:6]1[CH2:11][CH2:10][N:9]([C:12]([O:14][C:15]([CH3:16])([CH3:17])[CH3:18])=[O:13])[CH2:8][CH:7]1[CH:19]([F:21])[F:20])#[N:2], predict the reactants needed to synthesize it. The reactants are: [C:1]([CH:3]=[CH:4][CH2:5][N:6]1[CH2:11][CH2:10][N:9]([C:12]([O:14][C:15]([CH3:18])([CH3:17])[CH3:16])=[O:13])[CH2:8][CH:7]1[CH:19]([F:21])[F:20])#[N:2].[NH:22]1[CH:26]=[C:25]([C:27]2[C:28]3[CH:35]=[CH:34][N:33]([CH2:36][O:37][CH2:38][CH2:39][Si:40]([CH3:43])([CH3:42])[CH3:41])[C:29]=3[N:30]=[CH:31][N:32]=2)[CH:24]=[N:23]1.C(=O)([O-])[O-].[K+].[K+].